From a dataset of Reaction yield outcomes from USPTO patents with 853,638 reactions. Predict the reaction yield, written as a fraction of the theoretical maximum amount of product (1.0 means a 100% yield; for example, 0.34 means a 34% yield). (1) No catalyst specified. The yield is 0.540. The product is [Cl:26][C:19]1[C:18]2[C:13](=[CH:14][CH:15]=[C:16]([CH3:21])[CH:17]=2)[N:12]([CH3:22])[C:11](=[O:23])[C:10]=1[C:8]#[N:7]. The reactants are C1([NH:7][C:8]([C:10]2[C:11](=[O:23])[N:12]([CH3:22])[C:13]3[C:18]([C:19]=2O)=[CH:17][C:16]([CH3:21])=[CH:15][CH:14]=3)=O)CCCCC1.P(Cl)(Cl)([Cl:26])=O. (2) The reactants are [N+:1]([C:4]1[CH:5]=[C:6]([OH:10])[CH:7]=[CH:8][CH:9]=1)([O-:3])=[O:2].[Br:11]Br. The catalyst is C(O)(=O)C. The product is [Br:11][C:7]1[CH:8]=[CH:9][C:4]([N+:1]([O-:3])=[O:2])=[CH:5][C:6]=1[OH:10]. The yield is 0.510.